From a dataset of Forward reaction prediction with 1.9M reactions from USPTO patents (1976-2016). Predict the product of the given reaction. (1) Given the reactants [C:9](O[C:9]([O:11][C:12]([CH3:15])([CH3:14])[CH3:13])=[O:10])([O:11][C:12]([CH3:15])([CH3:14])[CH3:13])=[O:10].[F:16][C:17]([F:32])([C:26]1[CH:31]=[CH:30][CH:29]=[CH:28][CH:27]=1)[CH2:18][CH2:19][CH:20]1[CH2:25][CH2:24][NH:23][CH2:22][CH2:21]1.C(OCC)(=O)C, predict the reaction product. The product is: [C:12]([O:11][C:9]([N:23]1[CH2:24][CH2:25][CH:20]([CH2:19][CH2:18][C:17]([F:16])([F:32])[C:26]2[CH:31]=[CH:30][CH:29]=[CH:28][CH:27]=2)[CH2:21][CH2:22]1)=[O:10])([CH3:13])([CH3:14])[CH3:15]. (2) Given the reactants [CH2:1]([O:8][C:9]1[CH:10]=[CH:11][C:12]([CH2:15][N:16]2C(=O)C3C(=CC=CC=3)C2=O)=[N:13][CH:14]=1)[C:2]1[CH:7]=[CH:6][CH:5]=[CH:4][CH:3]=1.O.NN, predict the reaction product. The product is: [CH2:1]([O:8][C:9]1[CH:10]=[CH:11][C:12]([CH2:15][NH2:16])=[N:13][CH:14]=1)[C:2]1[CH:3]=[CH:4][CH:5]=[CH:6][CH:7]=1. (3) Given the reactants [O:1]=[C:2]1[C@@H:9]2[C@@H:5]([CH2:6][N:7]([C:10]([O:12][C:13]([CH3:16])([CH3:15])[CH3:14])=[O:11])[CH2:8]2)[CH2:4][CH2:3]1.C1C=C[NH+]=CC=1.[Br:23][Br-]Br, predict the reaction product. The product is: [Br:23][CH:3]1[CH2:4][C@@H:5]2[CH2:6][N:7]([C:10]([O:12][C:13]([CH3:16])([CH3:15])[CH3:14])=[O:11])[CH2:8][C@@H:9]2[C:2]1=[O:1]. (4) Given the reactants [NH:1]1[CH2:7][CH2:6][CH2:5][CH:4]([NH:8][C:9]([C@@H:11]([NH:16][C:17]([C:19]2[N:20]([CH3:28])[C:21]3[C:26]([CH:27]=2)=[CH:25][CH:24]=[CH:23][CH:22]=3)=[O:18])[CH2:12][CH:13]([CH3:15])[CH3:14])=[O:10])[CH2:3][CH2:2]1.[C:29]([C:31]1[CH:36]=[CH:35][CH:34]=[CH:33][C:32]=1[S:37](Cl)(=[O:39])=[O:38])#[N:30].C(N(CC)CC)C, predict the reaction product. The product is: [C:29]([C:31]1[CH:36]=[CH:35][CH:34]=[CH:33][C:32]=1[S:37]([N:1]1[CH2:7][CH2:6][CH2:5][CH:4]([NH:8][C:9]([C@@H:11]([NH:16][C:17]([C:19]2[N:20]([CH3:28])[C:21]3[C:26]([CH:27]=2)=[CH:25][CH:24]=[CH:23][CH:22]=3)=[O:18])[CH2:12][CH:13]([CH3:15])[CH3:14])=[O:10])[CH2:3][CH2:2]1)(=[O:39])=[O:38])#[N:30].